Dataset: NCI-60 drug combinations with 297,098 pairs across 59 cell lines. Task: Regression. Given two drug SMILES strings and cell line genomic features, predict the synergy score measuring deviation from expected non-interaction effect. (1) Drug 1: CCC1(CC2CC(C3=C(CCN(C2)C1)C4=CC=CC=C4N3)(C5=C(C=C6C(=C5)C78CCN9C7C(C=CC9)(C(C(C8N6C)(C(=O)OC)O)OC(=O)C)CC)OC)C(=O)OC)O.OS(=O)(=O)O. Drug 2: CCCCCOC(=O)NC1=NC(=O)N(C=C1F)C2C(C(C(O2)C)O)O. Cell line: SK-MEL-28. Synergy scores: CSS=-1.64, Synergy_ZIP=1.63, Synergy_Bliss=2.41, Synergy_Loewe=-1.23, Synergy_HSA=-0.953. (2) Drug 1: C1=CC(=CC=C1CC(C(=O)O)N)N(CCCl)CCCl.Cl. Drug 2: C1=NC2=C(N=C(N=C2N1C3C(C(C(O3)CO)O)O)F)N. Cell line: SF-268. Synergy scores: CSS=-2.84, Synergy_ZIP=-4.73, Synergy_Bliss=-7.13, Synergy_Loewe=-20.2, Synergy_HSA=-11.1. (3) Drug 1: CCCS(=O)(=O)NC1=C(C(=C(C=C1)F)C(=O)C2=CNC3=C2C=C(C=N3)C4=CC=C(C=C4)Cl)F. Drug 2: C1C(C(OC1N2C=NC3=C2NC=NCC3O)CO)O. Cell line: ACHN. Synergy scores: CSS=12.1, Synergy_ZIP=-1.63, Synergy_Bliss=3.19, Synergy_Loewe=2.75, Synergy_HSA=2.80. (4) Drug 1: CC1=CC2C(CCC3(C2CCC3(C(=O)C)OC(=O)C)C)C4(C1=CC(=O)CC4)C. Drug 2: C1=CC(=CC=C1CCCC(=O)O)N(CCCl)CCCl. Cell line: CAKI-1. Synergy scores: CSS=24.2, Synergy_ZIP=-4.66, Synergy_Bliss=-8.05, Synergy_Loewe=-13.3, Synergy_HSA=-11.0.